Dataset: Peptide-MHC class I binding affinity with 185,985 pairs from IEDB/IMGT. Task: Regression. Given a peptide amino acid sequence and an MHC pseudo amino acid sequence, predict their binding affinity value. This is MHC class I binding data. (1) The peptide sequence is VLGATLLFFVIAL. The MHC is H-2-Db with pseudo-sequence H-2-Db. The binding affinity (normalized) is 0.269. (2) The peptide sequence is WAKLLKQKW. The MHC is HLA-A02:01 with pseudo-sequence HLA-A02:01. The binding affinity (normalized) is 0.0847. (3) The peptide sequence is RLCLDVPPV. The MHC is HLA-A02:01 with pseudo-sequence HLA-A02:01. The binding affinity (normalized) is 0.802. (4) The peptide sequence is PYRVVVLSF. The MHC is HLA-A29:02 with pseudo-sequence HLA-A29:02. The binding affinity (normalized) is 0.136. (5) The peptide sequence is LNASYITPYV. The MHC is HLA-A68:02 with pseudo-sequence HLA-A68:02. The binding affinity (normalized) is 0.766. (6) The peptide sequence is SSWNSAHEK. The MHC is HLA-A69:01 with pseudo-sequence HLA-A69:01. The binding affinity (normalized) is 0.0847. (7) The peptide sequence is SPADERAVA. The MHC is HLA-B27:05 with pseudo-sequence HLA-B27:05. The binding affinity (normalized) is 0.0847. (8) The peptide sequence is AAKYVEHDPR. The MHC is HLA-A11:01 with pseudo-sequence HLA-A11:01. The binding affinity (normalized) is 0.0230. (9) The peptide sequence is SVFHEHIFK. The MHC is HLA-A26:01 with pseudo-sequence HLA-A26:01. The binding affinity (normalized) is 0.0847. (10) The peptide sequence is QPRAPIRPI. The MHC is HLA-B51:01 with pseudo-sequence HLA-B51:01. The binding affinity (normalized) is 0.293.